From a dataset of Peptide-MHC class II binding affinity with 134,281 pairs from IEDB. Regression. Given a peptide amino acid sequence and an MHC pseudo amino acid sequence, predict their binding affinity value. This is MHC class II binding data. (1) The peptide sequence is GVLYVGSKTKEGVVH. The MHC is DRB1_0401 with pseudo-sequence DRB1_0401. The binding affinity (normalized) is 0.653. (2) The peptide sequence is IAGYKTFDGRGAQVY. The MHC is DRB1_0101 with pseudo-sequence DRB1_0101. The binding affinity (normalized) is 0.636. (3) The peptide sequence is IEEFGTGVFTTRVYMD. The MHC is HLA-DQA10601-DQB10402 with pseudo-sequence HLA-DQA10601-DQB10402. The binding affinity (normalized) is 0.429. (4) The peptide sequence is QQYTAALSPILFECL. The MHC is HLA-DQA10501-DQB10301 with pseudo-sequence HLA-DQA10501-DQB10301. The binding affinity (normalized) is 0.312. (5) The peptide sequence is TPTSLLISWGHYPLH. The MHC is HLA-DPA10201-DPB11401 with pseudo-sequence HLA-DPA10201-DPB11401. The binding affinity (normalized) is 0. (6) The peptide sequence is GYTMHANYIFWRNTN. The MHC is DRB1_0101 with pseudo-sequence DRB1_0101. The binding affinity (normalized) is 0.634. (7) The peptide sequence is GELQIVDYIDAAFKI. The MHC is DRB3_0101 with pseudo-sequence DRB3_0101. The binding affinity (normalized) is 0.777. (8) The peptide sequence is DAAFKIAATAANAAP. The MHC is HLA-DQA10102-DQB10602 with pseudo-sequence HLA-DQA10102-DQB10602. The binding affinity (normalized) is 0.693. (9) The peptide sequence is EKKYFAATNFEPLAA. The MHC is HLA-DPA10201-DPB10501 with pseudo-sequence HLA-DPA10201-DPB10501. The binding affinity (normalized) is 0.840.